Dataset: Reaction yield outcomes from USPTO patents with 853,638 reactions. Task: Predict the reaction yield, written as a fraction of the theoretical maximum amount of product (1.0 means a 100% yield; for example, 0.34 means a 34% yield). (1) The reactants are CO[C:3](=[O:22])[C:4]1[CH:9]=[CH:8][C:7](/[CH:10]=[CH:11]/[C:12]2[C:13]([CH2:18][CH2:19][CH2:20][CH3:21])=[N:14][O:15][C:16]=2[CH3:17])=[N:6][CH:5]=1.[O:23]1[CH2:27][CH2:26][CH:25]([NH2:28])[CH2:24]1. No catalyst specified. The product is [CH2:18]([C:13]1[C:12](/[CH:11]=[CH:10]/[C:7]2[CH:8]=[CH:9][C:4]([C:3]([NH:28][CH:25]3[CH2:26][CH2:27][O:23][CH2:24]3)=[O:22])=[CH:5][N:6]=2)=[C:16]([CH3:17])[O:15][N:14]=1)[CH2:19][CH2:20][CH3:21]. The yield is 0.700. (2) The reactants are [C:1]([S:4][CH2:5][CH:6]([CH2:9][CH2:10][CH2:11][CH3:12])[CH:7]=[O:8])(=[O:3])[CH3:2].O[CH:14]([CH:16]=[CH2:17])[CH3:15].C1(C)C=CC(S([O-])(=O)=O)=CC=1.[NH+]1C=CC=CC=1. No catalyst specified. The product is [C:1]([S:4][CH2:5][C:6]([CH2:15][CH2:14][CH2:16][CH3:17])([CH2:9]/[CH:10]=[CH:11]/[CH3:12])[CH:7]=[O:8])(=[O:3])[CH3:2]. The yield is 0.805.